From a dataset of Full USPTO retrosynthesis dataset with 1.9M reactions from patents (1976-2016). Predict the reactants needed to synthesize the given product. (1) Given the product [C:1]([O:5][C:6]([NH:8][CH:9]([CH2:16][CH:31]([C:24]1[CH:25]=[C:26]([F:30])[CH:27]=[C:28]([F:29])[C:23]=1[F:22])[C:32](=[O:34])[CH3:33])[C:10]([O:12][CH:13]([CH3:14])[CH3:15])=[O:11])=[O:7])([CH3:2])([CH3:3])[CH3:4], predict the reactants needed to synthesize it. The reactants are: [C:1]([O:5][C:6]([NH:8][CH:9]([CH2:16]OS(C)(=O)=O)[C:10]([O:12][CH:13]([CH3:15])[CH3:14])=[O:11])=[O:7])([CH3:4])([CH3:3])[CH3:2].[F:22][C:23]1[C:28]([F:29])=[CH:27][C:26]([F:30])=[CH:25][C:24]=1[CH2:31][C:32](=[O:34])[CH3:33].C([O-])([O-])=O.[Cs+].[Cs+]. (2) Given the product [NH2:1][C:4]1[CH:12]=[C:11]2[C:7]([CH2:8][NH:9][C:10]2=[O:13])=[CH:6][CH:5]=1, predict the reactants needed to synthesize it. The reactants are: [N+:1]([C:4]1[CH:12]=[C:11]2[C:7]([CH2:8][NH:9][C:10]2=[O:13])=[CH:6][CH:5]=1)([O-])=O. (3) Given the product [OH:5][CH2:4][C:3]1[CH:7]=[CH:8][C:9]([C:11]([F:13])([F:14])[F:12])=[CH:10][C:2]=1[OH:1], predict the reactants needed to synthesize it. The reactants are: [OH:1][C:2]1[CH:10]=[C:9]([C:11]([F:14])([F:13])[F:12])[CH:8]=[CH:7][C:3]=1[C:4](O)=[O:5].[H-].[Al+3].[Li+].[H-].[H-].[H-].